From a dataset of Catalyst prediction with 721,799 reactions and 888 catalyst types from USPTO. Predict which catalyst facilitates the given reaction. Reactant: [O:1]=[C:2]1[CH2:10][C:9]2[C:4](=[CH:5][CH:6]=[C:7]([C:11]#[N:12])[CH:8]=2)[NH:3]1.[OH-:13].[Na+]. Product: [O:1]=[C:2]1[CH2:10][C:9]2[C:4](=[CH:5][CH:6]=[C:7]([C:11]([NH2:12])=[O:13])[CH:8]=2)[NH:3]1. The catalyst class is: 65.